Dataset: Merck oncology drug combination screen with 23,052 pairs across 39 cell lines. Task: Regression. Given two drug SMILES strings and cell line genomic features, predict the synergy score measuring deviation from expected non-interaction effect. Drug 1: O=c1[nH]cc(F)c(=O)[nH]1. Drug 2: CC(C)CC(NC(=O)C(Cc1ccccc1)NC(=O)c1cnccn1)B(O)O. Cell line: LOVO. Synergy scores: synergy=-6.18.